Task: Predict the reaction yield, written as a fraction of the theoretical maximum amount of product (1.0 means a 100% yield; for example, 0.34 means a 34% yield).. Dataset: Reaction yield outcomes from USPTO patents with 853,638 reactions (1) The reactants are CO[C:3](=[O:25])[CH:4]([C:8]1[N:12]2[CH:13]=[C:14]([CH3:17])[CH:15]=[CH:16][C:11]2=[N:10][C:9]=1[C:18]1[CH:23]=[CH:22][C:21]([CH3:24])=[CH:20][CH:19]=1)[CH2:5][CH:6]=O.[CH3:26][NH2:27].[BH4-].[Na+].O. The catalyst is CO.CO.CCOC(C)=O. The product is [CH3:26][N:27]1[CH2:6][CH2:5][CH:4]([C:8]2[N:12]3[CH:13]=[C:14]([CH3:17])[CH:15]=[CH:16][C:11]3=[N:10][C:9]=2[C:18]2[CH:23]=[CH:22][C:21]([CH3:24])=[CH:20][CH:19]=2)[C:3]1=[O:25]. The yield is 0.190. (2) The reactants are [CH2:1]([O:3][C:4](=[O:24])[C:5]([CH3:23])([CH3:22])[CH2:6][C@H:7]([NH2:21])[CH2:8][C:9]1[CH:14]=[CH:13][C:12]([C:15]2[CH:20]=[CH:19][CH:18]=[CH:17][CH:16]=2)=[CH:11][CH:10]=1)[CH3:2].Cl.[OH:26][C:27]1[CH:31]=[C:30]([C:32]([OH:34])=O)[O:29][N:28]=1.[CH3:35][CH2:36]N=C=NCCCN(C)C.C1C=CC2N(O)N=NC=2C=1. The catalyst is O1CCOCC1.CN(C=O)C.C(O)CCC. The product is [CH2:1]([O:3][C:4](=[O:24])[C:5]([CH3:23])([CH3:22])[CH2:6][C@H:7]([NH:21][C:32]([C:30]1[O:29][N:28]=[C:27]([OH:26])[CH:31]=1)=[O:34])[CH2:8][C:9]1[CH:10]=[CH:11][C:12]([C:15]2[CH:20]=[CH:19][CH:18]=[CH:17][CH:16]=2)=[CH:13][CH:14]=1)[CH2:2][CH2:35][CH3:36]. The yield is 0.950. (3) The yield is 0.490. The catalyst is CN(C=O)C. The reactants are Br[CH2:2][C:3]1[O:7][N:6]=[CH:5][CH:4]=1.[C:8]([O:12][C:13](=[O:16])[NH:14][NH2:15])([CH3:11])([CH3:10])[CH3:9].C(=O)([O-])[O-].[Na+].[Na+]. The product is [C:8]([O:12][C:13]([NH:14][NH:15][CH2:2][C:3]1[O:7][N:6]=[CH:5][CH:4]=1)=[O:16])([CH3:11])([CH3:10])[CH3:9].